Dataset: Full USPTO retrosynthesis dataset with 1.9M reactions from patents (1976-2016). Task: Predict the reactants needed to synthesize the given product. (1) Given the product [NH2:26][C@@H:5]([CH2:4][O:3][CH2:1][CH3:2])[CH2:6][NH:7][C:8]1[N:13]=[C:12]([NH:14][C:15]2[CH:16]=[C:17]([CH3:21])[CH:18]=[CH:19][CH:20]=2)[C:11]2[C:22](=[O:25])[NH:23][CH2:24][C:10]=2[CH:9]=1, predict the reactants needed to synthesize it. The reactants are: [CH2:1]([O:3][CH2:4][C@H:5]([NH:26]C(=O)OC(C)(C)C)[CH2:6][NH:7][C:8]1[N:13]=[C:12]([NH:14][C:15]2[CH:16]=[C:17]([CH3:21])[CH:18]=[CH:19][CH:20]=2)[C:11]2[C:22](=[O:25])[NH:23][CH2:24][C:10]=2[CH:9]=1)[CH3:2].CCOC(C)=O.C1COCC1. (2) Given the product [F:18][C:19]1[CH:20]=[CH:21][C:22]2[N:23]([C:25]([C:28]3[N:33]=[C:32]([NH:34][C@@H:35]4[CH2:40][CH2:39][CH2:38][N:37]([C:41]([CH3:46])([CH3:45])[C:42]([O:1][N:2]5[C:6](=[O:7])[CH2:5][CH2:4][C:3]5=[O:8])=[O:43])[CH2:36]4)[CH:31]=[CH:30][N:29]=3)=[CH:26][N:27]=2)[CH:24]=1, predict the reactants needed to synthesize it. The reactants are: [OH:1][N:2]1[C:6](=[O:7])[CH2:5][CH2:4][C:3]1=[O:8].C(N=C=NC(C)C)(C)C.[F:18][C:19]1[CH:20]=[CH:21][C:22]2[N:23]([C:25]([C:28]3[N:33]=[C:32]([NH:34][C@@H:35]4[CH2:40][CH2:39][CH2:38][N:37]([C:41]([CH3:46])([CH3:45])[C:42](O)=[O:43])[CH2:36]4)[CH:31]=[CH:30][N:29]=3)=[CH:26][N:27]=2)[CH:24]=1.O. (3) Given the product [CH3:28][O:27][C:25](=[O:26])[CH2:24][O:22][C:16]1[CH:15]=[C:14]2[C:19]([C:10]([NH:9][C:4]3[CH:5]=[CH:6][C:7]([Cl:8])=[C:2]([Cl:1])[CH:3]=3)=[N:11][CH:12]=[N:13]2)=[CH:18][C:17]=1[O:20][CH3:21], predict the reactants needed to synthesize it. The reactants are: [Cl:1][C:2]1[CH:3]=[C:4]([NH:9][C:10]2[C:19]3[C:14](=[CH:15][C:16]([OH:22])=[C:17]([O:20][CH3:21])[CH:18]=3)[N:13]=[CH:12][N:11]=2)[CH:5]=[CH:6][C:7]=1[Cl:8].Br[CH2:24][C:25]([O:27][CH3:28])=[O:26].C(=O)([O-])[O-].[K+].[K+]. (4) Given the product [CH2:1]([O:3][C:4]([C:6]1[N:11]=[C:10]([Br:20])[C:9]2[N:12]=[C:13]([C:15]([CH3:18])([CH3:17])[CH3:16])[S:14][C:8]=2[C:7]=1[OH:19])=[O:5])[CH3:2], predict the reactants needed to synthesize it. The reactants are: [CH2:1]([O:3][C:4]([C:6]1[N:11]=[CH:10][C:9]2[N:12]=[C:13]([C:15]([CH3:18])([CH3:17])[CH3:16])[S:14][C:8]=2[C:7]=1[OH:19])=[O:5])[CH3:2].[Br:20]NC(=O)CCC(N)=O.C(OOC(=O)C1C=CC=CC=1)(=O)C1C=CC=CC=1. (5) Given the product [O:1]=[C:2]([C:13]1[O:14][C:15]([C:18]2[CH:23]=[CH:22][CH:21]=[CH:20][N:19]=2)=[CH:16][N:17]=1)[CH2:3][CH2:4][CH2:5][CH2:6][C:7]#[CH:8], predict the reactants needed to synthesize it. The reactants are: [O:1]=[C:2]([C:13]1[O:14][C:15]([C:18]2[CH:23]=[CH:22][CH:21]=[CH:20][N:19]=2)=[CH:16][N:17]=1)[CH2:3][CH2:4][CH2:5][CH2:6][C:7]#[C:8][Si](C)(C)C.[N+](CCCC)(CCCC)(CCCC)CCCC.[F-]. (6) Given the product [CH:7]1([CH2:14][OH:15])[CH2:13][CH2:12][CH2:11][CH2:10][CH2:9][CH2:8]1, predict the reactants needed to synthesize it. The reactants are: O1CCCC1.B.[CH:7]1([C:14](O)=[O:15])[CH2:13][CH2:12][CH2:11][CH2:10][CH2:9][CH2:8]1. (7) Given the product [C:31]([NH:33][CH2:34][C:35]1[S:39][C:38]([C:9]2[CH:8]=[CH:7][C:3]([C:4]([NH2:6])=[O:5])=[C:2]([O:25][C:22]3[CH:21]=[CH:20][C:19]([O:12][C:13]4[CH:18]=[CH:17][CH:16]=[CH:15][CH:14]=4)=[CH:24][CH:23]=3)[N:10]=2)=[CH:37][CH:36]=1)(=[O:32])[CH:43]=[CH2:44], predict the reactants needed to synthesize it. The reactants are: Cl[C:2]1[N:10]=[C:9](Cl)[CH:8]=[CH:7][C:3]=1[C:4]([NH2:6])=[O:5].[O:12]([C:19]1[CH:24]=[CH:23][C:22]([OH:25])=[CH:21][CH:20]=1)[C:13]1[CH:18]=[CH:17][CH:16]=[CH:15][CH:14]=1.C(O[C:31]([NH:33][CH2:34][C:35]1[S:39][C:38](B(O)O)=[CH:37][CH:36]=1)=[O:32])(C)(C)C.[C:43](Cl)(=O)[CH:44]=C. (8) Given the product [CH3:1][N:2]1[C:14]2[C:13]3[CH:12]=[C:11]4[CH:15]=[CH:16][CH:17]=[CH:18][C:10]4=[CH:9][C:8]=3[N:7]=[C:6]([NH:21][CH3:20])[C:5]=2[N:4]=[CH:3]1, predict the reactants needed to synthesize it. The reactants are: [CH3:1][N:2]1[C:14]2[C:13]3[CH:12]=[C:11]4[CH:15]=[CH:16][CH:17]=[CH:18][C:10]4=[CH:9][C:8]=3[N:7]=[C:6](Cl)[C:5]=2[N:4]=[CH:3]1.[CH3:20][NH2:21]. (9) Given the product [Cl:25][C:2]1[CH:12]=[CH:11][C:10]2[CH:9]3[CH2:13][CH2:14][CH:5]([CH2:6][N:7]([C:15](=[O:20])[C:16]([F:19])([F:18])[F:17])[CH2:8]3)[C:4]=2[CH:3]=1, predict the reactants needed to synthesize it. The reactants are: N[C:2]1[CH:12]=[CH:11][C:10]2[CH:9]3[CH2:13][CH2:14][CH:5]([CH2:6][N:7]([C:15](=[O:20])[C:16]([F:19])([F:18])[F:17])[CH2:8]3)[C:4]=2[CH:3]=1.N([O-])=O.[Na+].[ClH:25].